From a dataset of Reaction yield outcomes from USPTO patents with 853,638 reactions. Predict the reaction yield, written as a fraction of the theoretical maximum amount of product (1.0 means a 100% yield; for example, 0.34 means a 34% yield). (1) The reactants are [Br:1][C:2]1[C:14](=[O:15])[N:13]([CH2:16][C:17]2[C:22]([F:23])=[CH:21][CH:20]=[CH:19][C:18]=2[CH:24]2[CH2:26][CH2:25]2)[C:5]2[N:6]=[C:7](S(C)=O)[N:8]=[CH:9][C:4]=2[CH:3]=1.[CH3:27][N:28]1[CH2:33][CH2:32][N:31]([C:34]2[CH:40]=[CH:39][C:37]([NH2:38])=[CH:36][CH:35]=2)[CH2:30][CH2:29]1. No catalyst specified. The product is [Br:1][C:2]1[C:14](=[O:15])[N:13]([CH2:16][C:17]2[C:22]([F:23])=[CH:21][CH:20]=[CH:19][C:18]=2[CH:24]2[CH2:26][CH2:25]2)[C:5]2[N:6]=[C:7]([NH:38][C:37]3[CH:36]=[CH:35][C:34]([N:31]4[CH2:30][CH2:29][N:28]([CH3:27])[CH2:33][CH2:32]4)=[CH:40][CH:39]=3)[N:8]=[CH:9][C:4]=2[CH:3]=1. The yield is 0.550. (2) The reactants are [Cl:1][C:2]1[CH:7]=[C:6]2[CH2:8][O:9][C:10]3[CH:34]=[C:33]4[C:13]([CH2:14][CH2:15][C:16]5[N:20]=[C:19]([CH:21]6[CH2:25][CH2:24][CH2:23][N:22]6[C:26]([O:28][C:29]([CH3:32])([CH3:31])[CH3:30])=[O:27])[NH:18][C:17]=54)=[CH:12][C:11]=3[C:5]2=[CH:4][CH:3]=1. The catalyst is ClCCl.C(OCC)(=O)C.[O-2].[Mn+4].[O-2]. The product is [Cl:1][C:2]1[CH:7]=[C:6]2[CH2:8][O:9][C:10]3[CH:34]=[C:33]4[C:13]([CH:14]=[CH:15][C:16]5[N:20]=[C:19]([CH:21]6[CH2:25][CH2:24][CH2:23][N:22]6[C:26]([O:28][C:29]([CH3:30])([CH3:31])[CH3:32])=[O:27])[NH:18][C:17]=54)=[CH:12][C:11]=3[C:5]2=[CH:4][CH:3]=1. The yield is 0.810. (3) The reactants are Br[C:2]1[CH:20]=[CH:19][C:5]([CH2:6][N:7]2[CH:11]=[C:10]([C:12]3[C:13]([NH2:18])=[N:14][CH:15]=[CH:16][CH:17]=3)[CH:9]=[N:8]2)=[CH:4][CH:3]=1.[O:21]1[CH2:26]CO[CH2:23][CH2:22]1.C(=O)([O-])[O-].[Cs+].[Cs+].C1(P(C2C=CC=CC=2)C2C=CC3C(=CC=CC=3)C=2C2C3C(=CC=CC=3)C=CC=2P(C2C=CC=CC=2)C2C=CC=CC=2)C=CC=CC=1. The catalyst is C([O-])(=O)C.[Pd+2].C([O-])(=O)C.C(OCC)(=O)C.O. The product is [CH2:22]([O:21][CH2:26][C:2]1[CH:20]=[CH:19][C:5]([CH2:6][N:7]2[CH:11]=[C:10]([C:12]3[C:13]([NH2:18])=[N:14][CH:15]=[CH:16][CH:17]=3)[CH:9]=[N:8]2)=[CH:4][CH:3]=1)[CH3:23]. The yield is 0.170. (4) The yield is 0.420. The product is [CH:1]1([C@H:6]2[C:7](=[O:8])[N:9]3[CH2:17][C@@H:16]([CH2:15][C@H:10]3[C:11]([O:13][CH3:14])=[O:12])[O:18][C:19]3[C:20](=[N:21][C:22]4[C:27]([CH:28]=3)=[CH:26][CH:25]=[CH:24][CH:23]=4)[CH:44]=[CH:43][CH2:42][CH2:41][CH2:40][C@@H:36]3[CH2:37][CH2:38][CH2:39][C@H:35]3[O:34][C:32](=[O:33])[NH:31]2)[CH2:2][CH2:3][CH2:4][CH2:5]1. The catalyst is ClCCCl. The reactants are [CH:1]1([C@H:6]([NH:31][C:32]([O:34][C@@H:35]2[CH2:39][CH2:38][CH2:37][C@H:36]2[CH2:40][CH2:41][CH2:42][CH:43]=[CH2:44])=[O:33])[C:7]([N:9]2[CH2:17][C@H:16]([O:18][C:19]3[C:20](C=C)=[N:21][C:22]4[C:27]([CH:28]=3)=[CH:26][CH:25]=[CH:24][CH:23]=4)[CH2:15][C@H:10]2[C:11]([O:13][CH3:14])=[O:12])=[O:8])[CH2:5][CH2:4][CH2:3][CH2:2]1. (5) The reactants are [CH3:1][O:2][C:3]1[CH2:7][CH2:6][C:5](=[O:8])[C:4]=1[C:9]1[C:14]([CH3:15])=[CH:13][C:12]([CH3:16])=[CH:11][C:10]=1[CH3:17].[Li+].C[Si]([N-][Si](C)(C)C)(C)C.Br[CH2:29][C:30]#[N:31]. The catalyst is C1COCC1. The product is [CH3:1][O:2][C:3]1[CH:7]([CH2:29][C:30]#[N:31])[CH2:6][C:5](=[O:8])[C:4]=1[C:9]1[C:14]([CH3:15])=[CH:13][C:12]([CH3:16])=[CH:11][C:10]=1[CH3:17]. The yield is 0.950. (6) The reactants are [CH3:1][O:2][C:3]1[CH:11]=[C:10]([C:12]2[CH:17]=[CH:16][CH:15]=[CH:14][CH:13]=2)[CH:9]=[CH:8][C:4]=1[C:5]([OH:7])=O.[F:18][C:19]([F:32])([F:31])[C:20]1[CH:21]=[C:22]([CH:24]=[C:25]([C:27]([F:30])([F:29])[F:28])[CH:26]=1)[NH2:23]. No catalyst specified. The product is [F:18][C:19]([F:31])([F:32])[C:20]1[CH:21]=[C:22]([NH:23][C:5](=[O:7])[C:4]2[CH:8]=[CH:9][C:10]([C:12]3[CH:17]=[CH:16][CH:15]=[CH:14][CH:13]=3)=[CH:11][C:3]=2[O:2][CH3:1])[CH:24]=[C:25]([C:27]([F:28])([F:30])[F:29])[CH:26]=1. The yield is 0.975. (7) The reactants are Br[C:2]1[CH:7]=[CH:6][C:5]([F:8])=[CH:4][C:3]=1[CH3:9].C1(C)C=CC=CC=1P(C1C=CC=CC=1C)C1C=CC=CC=1C.CCN(C(C)C)C(C)C.[C:41]([O:45][CH2:46][CH3:47])(=[O:44])[CH:42]=[CH2:43]. The catalyst is C(#N)CC.C([O-])(=O)C.[Pd+2].C([O-])(=O)C. The product is [CH2:46]([O:45][C:41](=[O:44])[CH:42]=[CH:43][C:2]1[CH:7]=[CH:6][C:5]([F:8])=[CH:4][C:3]=1[CH3:9])[CH3:47]. The yield is 0.990.